Dataset: Catalyst prediction with 721,799 reactions and 888 catalyst types from USPTO. Task: Predict which catalyst facilitates the given reaction. Reactant: Cl.[N:2]1([NH2:8])[CH2:7][CH2:6][CH2:5][CH2:4][CH2:3]1.C[Al](C)C.[Cl:13][C:14]1[CH:19]=[CH:18][C:17]([C:20]2[N:21]=[C:22]([CH2:38][N:39]3[N:43]=[N:42][CH:41]=[N:40]3)[C:23]([C:33](OCC)=[O:34])=[N:24][C:25]=2[C:26]2[CH:31]=[CH:30][C:29]([Cl:32])=[CH:28][CH:27]=2)=[CH:16][CH:15]=1. Product: [Cl:13][C:14]1[CH:15]=[CH:16][C:17]([C:20]2[N:21]=[C:22]([CH2:38][N:39]3[N:43]=[N:42][CH:41]=[N:40]3)[C:23]([C:33]([NH:8][N:2]3[CH2:7][CH2:6][CH2:5][CH2:4][CH2:3]3)=[O:34])=[N:24][C:25]=2[C:26]2[CH:27]=[CH:28][C:29]([Cl:32])=[CH:30][CH:31]=2)=[CH:18][CH:19]=1. The catalyst class is: 4.